Dataset: Forward reaction prediction with 1.9M reactions from USPTO patents (1976-2016). Task: Predict the product of the given reaction. (1) Given the reactants BrC1C=CC(CC2CCN(C3CCC4(OCCO4)CC3)C2=O)=C(Cl)C=1.C1(O)C=CC=CC=1.N1C2C(=CC=CC=2O)C=CC=1.C(=O)([O-])[O-].[K+].[K+].CN1CCN(C)C1=O.[Cl:58][C:59]1[CH:81]=[C:80]([O:82][C:83]2[CH:88]=[CH:87][CH:86]=[CH:85][CH:84]=2)[CH:79]=[CH:78][C:60]=1[CH2:61][CH:62]1[CH2:66][CH2:65][N:64]([CH:67]2[CH2:76][CH2:75][C:70]3(OCC[O:71]3)[CH2:69][CH2:68]2)[C:63]1=[O:77], predict the reaction product. The product is: [Cl:58][C:59]1[CH:81]=[C:80]([O:82][C:83]2[CH:88]=[CH:87][CH:86]=[CH:85][CH:84]=2)[CH:79]=[CH:78][C:60]=1[CH2:61][CH:62]1[CH2:66][CH2:65][N:64]([CH:67]2[CH2:68][CH2:69][C:70](=[O:71])[CH2:75][CH2:76]2)[C:63]1=[O:77]. (2) Given the reactants [N:1]([CH:4]([C:6]1[N:11]=[C:10]([O:12][C:13]2[CH:18]=[CH:17][C:16]([F:19])=[CH:15][CH:14]=2)[CH:9]=[CH:8][N:7]=1)[CH3:5])=[N+]=[N-], predict the reaction product. The product is: [F:19][C:16]1[CH:17]=[CH:18][C:13]([O:12][C:10]2[CH:9]=[CH:8][N:7]=[C:6]([CH:4]([NH2:1])[CH3:5])[N:11]=2)=[CH:14][CH:15]=1.